This data is from Full USPTO retrosynthesis dataset with 1.9M reactions from patents (1976-2016). The task is: Predict the reactants needed to synthesize the given product. Given the product [OH:1][C:2]1[C:11]2[C:6](=[N:7][CH:8]=[CH:9][CH:10]=2)[N:5]([C:12]2[CH:17]=[CH:16][CH:15]=[C:14]([N+:18]([O-:20])=[O:19])[CH:13]=2)[C:4](=[O:21])[C:3]=1[C:30](=[O:31])[CH2:29][CH2:28][C:25]1[CH:26]=[CH:27][N:22]=[CH:23][CH:24]=1, predict the reactants needed to synthesize it. The reactants are: [OH:1][C:2]1[C:11]2[C:6](=[N:7][CH:8]=[CH:9][CH:10]=2)[N:5]([C:12]2[CH:17]=[CH:16][CH:15]=[C:14]([N+:18]([O-:20])=[O:19])[CH:13]=2)[C:4](=[O:21])[CH:3]=1.[N:22]1[CH:27]=[CH:26][C:25]([CH2:28][CH2:29][C:30](O)=[O:31])=[CH:24][CH:23]=1.